Task: Binary Classification. Given a T-cell receptor sequence (or CDR3 region) and an epitope sequence, predict whether binding occurs between them.. Dataset: TCR-epitope binding with 47,182 pairs between 192 epitopes and 23,139 TCRs (1) The epitope is NLVPMVATV. Result: 1 (the TCR binds to the epitope). The TCR CDR3 sequence is CASSQVIGNSPLHF. (2) The epitope is SSTFNVPMEKLK. The TCR CDR3 sequence is CASSLAPSTEQYF. Result: 0 (the TCR does not bind to the epitope). (3) The epitope is FVDGVPFVV. The TCR CDR3 sequence is CASSPDPRGNEQFF. Result: 1 (the TCR binds to the epitope). (4) The epitope is FIAGLIAIV. The TCR CDR3 sequence is CASSEWGDQPQHF. Result: 1 (the TCR binds to the epitope). (5) The epitope is NLDSKVGGNY. The TCR CDR3 sequence is CASSLVEAERTDTQYF. Result: 0 (the TCR does not bind to the epitope). (6) The epitope is KTSVDCTMYI. The TCR CDR3 sequence is CASSLVGLGLTREGEQFF. Result: 1 (the TCR binds to the epitope).